This data is from Forward reaction prediction with 1.9M reactions from USPTO patents (1976-2016). The task is: Predict the product of the given reaction. (1) Given the reactants [O:1]=[C:2]1[C:11]([C:12]2[CH:16]=[CH:15][NH:14][N:13]=2)=[CH:10][C:9]2[C:4](=[CH:5][C:6]([N:17]3[CH2:22][CH2:21][N:20]([C:23]([O:25][C:26]([CH3:29])([CH3:28])[CH3:27])=[O:24])[CH2:19][CH2:18]3)=[CH:7][CH:8]=2)[O:3]1.[C:30]([O-])([O-])=O.[Cs+].[Cs+].IC, predict the reaction product. The product is: [CH3:30][N:14]1[CH:15]=[CH:16][C:12]([C:11]2[C:2](=[O:1])[O:3][C:4]3[C:9]([CH:10]=2)=[CH:8][CH:7]=[C:6]([N:17]2[CH2:18][CH2:19][N:20]([C:23]([O:25][C:26]([CH3:29])([CH3:28])[CH3:27])=[O:24])[CH2:21][CH2:22]2)[CH:5]=3)=[N:13]1. (2) Given the reactants [H-].C([Al+]CC(C)C)C(C)C.C([O:19][CH2:20][C@@H:21]1[C@@H:25]([O:26]C(=O)C2C=CC=CC=2)[C@H:24]([F:35])[C@H:23]([N:36]2[CH:44]=[N:43][C:42]3[C:37]2=[N:38][CH:39]=[N:40][C:41]=3[NH2:45])[C:22]1=[CH2:46])(=O)C1C=CC=CC=1.[C:47]([CH:50]([CH:52]([C:54]([O-:56])=O)[OH:53])[OH:51])([O-])=[O:48].[Na+].[K+], predict the reaction product. The product is: [C@@H:23]1([N:36]2[C:37]3[N:38]=[CH:39][N:40]=[C:41]([NH2:45])[C:42]=3[N:43]=[CH:44]2)[O:53][C@H:52]([CH2:54][OH:56])[C@@H:50]([OH:51])[C@H:47]1[OH:48].[NH2:45][C:41]1[N:40]=[CH:39][N:38]=[C:37]2[C:42]=1[N:43]=[CH:44][N:36]2[C@@H:23]1[C:22](=[CH2:46])[C@H:21]([CH2:20][OH:19])[C@@H:25]([OH:26])[C@@H:24]1[F:35]. (3) Given the reactants [H-].[CH2:2]([Al+]CC(C)C)C(C)C.[C:11]([C:13]1[CH:14]=[C:15]([CH:19]([N:25]2[CH:29]=[C:28]([C:30]3[C:31]4[CH:38]=[CH:37][N:36]([CH2:39][O:40][CH2:41][CH2:42][Si:43]([CH3:46])([CH3:45])[CH3:44])[C:32]=4[N:33]=[CH:34][N:35]=3)[CH:27]=[N:26]2)[CH2:20][C:21](OC)=O)[CH:16]=[CH:17][CH:18]=1)#[N:12].C(Cl)Cl.CO.C(=O)([O-])[O-].[K+].[K+].C/C(/[O-])=C(/P(OC)(OC)=O)\[N+]#N, predict the reaction product. The product is: [CH3:45][Si:43]([CH3:46])([CH3:44])[CH2:42][CH2:41][O:40][CH2:39][N:36]1[C:32]2[N:33]=[CH:34][N:35]=[C:30]([C:28]3[CH:27]=[N:26][N:25]([CH:19]([C:15]4[CH:14]=[C:13]([CH:18]=[CH:17][CH:16]=4)[C:11]#[N:12])[CH2:20][C:21]#[CH:2])[CH:29]=3)[C:31]=2[CH:38]=[CH:37]1. (4) Given the reactants [F:1][C:2]([F:14])([F:13])[C:3]1[CH:8]=[CH:7][C:6]([CH2:9][C:10]([OH:12])=O)=[CH:5][CH:4]=1.C1N=CN(C(N2C=NC=C2)=O)C=1.Cl.[NH2:28][CH2:29][C:30]1[CH:31]=[C:32]2[C:36](=[CH:37][CH:38]=1)[C:35](=[O:39])[N:34]([CH:40]1[CH2:45][CH2:44][C:43](=[O:46])[NH:42][C:41]1=[O:47])[CH2:33]2.O, predict the reaction product. The product is: [O:47]=[C:41]1[CH:40]([N:34]2[CH2:33][C:32]3[C:36](=[CH:37][CH:38]=[C:30]([CH2:29][NH:28][C:10](=[O:12])[CH2:9][C:6]4[CH:5]=[CH:4][C:3]([C:2]([F:1])([F:14])[F:13])=[CH:8][CH:7]=4)[CH:31]=3)[C:35]2=[O:39])[CH2:45][CH2:44][C:43](=[O:46])[NH:42]1. (5) Given the reactants C(OC[C@@H:6]1[CH2:9][CH2:8][C@H:7]1[C@H:10](N1C2C=CC=CC=2N=N1)O)(=O)C.[Cl:21][C:22]1[CH:23]=[C:24]2[C:29](=[CH:30][CH:31]=1)[C@@:28]1([CH2:37][O:36][C:35]3[CH:38]=[CH:39][C:40]([C:42]([O:44][CH3:45])=[O:43])=[CH:41][C:34]=3[NH:33][CH2:32]1)[CH2:27][CH2:26][CH2:25]2.C([BH3-])#N.[Na+].[OH-].[Na+].[CH3:52][C:53]([OH:55])=[O:54], predict the reaction product. The product is: [C:53]([O:55][C@@H:6]1[CH2:9][CH2:8][C@H:7]1[CH2:10][N:33]1[CH2:32][C@:28]2([C:29]3[C:24](=[CH:23][C:22]([Cl:21])=[CH:31][CH:30]=3)[CH2:25][CH2:26][CH2:27]2)[CH2:37][O:36][C:35]2[CH:38]=[CH:39][C:40]([C:42]([O:44][CH3:45])=[O:43])=[CH:41][C:34]1=2)(=[O:54])[CH3:52].